This data is from Catalyst prediction with 721,799 reactions and 888 catalyst types from USPTO. The task is: Predict which catalyst facilitates the given reaction. (1) Reactant: [Cl:1][C:2]1[CH:21]=[CH:20][C:19]([CH:22]=O)=[CH:18][C:3]=1[C:4]([NH:6][CH2:7][C:8]12[CH2:17][CH:12]3[CH2:13][CH:14]([CH2:16][CH:10]([CH2:11]3)[CH2:9]1)[CH2:15]2)=[O:5].[NH2:24][CH2:25][CH2:26][O:27][CH2:28][CH2:29][OH:30].C(O[BH-](OC(=O)C)OC(=O)C)(=O)C.[Na+].O. Product: [Cl:1][C:2]1[CH:21]=[CH:20][C:19]([CH2:22][NH:24][CH2:25][CH2:26][O:27][CH2:28][CH2:29][OH:30])=[CH:18][C:3]=1[C:4]([NH:6][CH2:7][C:8]12[CH2:17][CH:12]3[CH2:13][CH:14]([CH2:16][CH:10]([CH2:11]3)[CH2:9]1)[CH2:15]2)=[O:5]. The catalyst class is: 417. (2) Reactant: [CH3:1][C:2]1([CH3:18])[C:6]([CH3:8])([CH3:7])[O:5][B:4]([C:9]2[CH:10]=[C:11]([CH:15]=[CH:16][CH:17]=2)[C:12]([OH:14])=O)[O:3]1.CCN(C(C)C)C(C)C.CN(C(ON1N=NC2C=CC=NC1=2)=[N+](C)C)C.F[P-](F)(F)(F)(F)F.[NH2:52][C:53]1[CH:62]=[CH:61][C:56]([C:57]([O:59][CH3:60])=[O:58])=[C:55]([O:63][CH3:64])[CH:54]=1. Product: [CH3:64][O:63][C:55]1[CH:54]=[C:53]([NH:52][C:12](=[O:14])[C:11]2[CH:15]=[CH:16][CH:17]=[C:9]([B:4]3[O:5][C:6]([CH3:7])([CH3:8])[C:2]([CH3:1])([CH3:18])[O:3]3)[CH:10]=2)[CH:62]=[CH:61][C:56]=1[C:57]([O:59][CH3:60])=[O:58]. The catalyst class is: 3. (3) Reactant: Cl[C:2]1[C:11]([N+:12]([O-:14])=[O:13])=[CH:10][CH:9]=[CH:8][C:3]=1[C:4]([O:6][CH3:7])=[O:5].C(N(CC)CC)C.[CH3:22][O:23][CH:24]([O:27][CH3:28])[CH2:25][NH2:26]. Product: [CH3:22][O:23][CH:24]([O:27][CH3:28])[CH2:25][NH:26][C:2]1[C:11]([N+:12]([O-:14])=[O:13])=[CH:10][CH:9]=[CH:8][C:3]=1[C:4]([O:6][CH3:7])=[O:5]. The catalyst class is: 1. (4) Reactant: [Cl:1][C:2]1[C:10]2[C:5](=[CH:6][CH:7]=[C:8]([C:11]3[N:15]=[C:14]([C:16]4[CH:21]=[CH:20][C:19]([O:22][CH2:23][CH2:24][CH3:25])=[C:18]([Cl:26])[CH:17]=4)[O:13][N:12]=3)[CH:9]=2)[N:4]([CH2:27][CH2:28][C:29]([O:31]CC)=[O:30])[CH:3]=1.[OH-].[Na+:35]. Product: [Cl:1][C:2]1[C:10]2[C:5](=[CH:6][CH:7]=[C:8]([C:11]3[N:15]=[C:14]([C:16]4[CH:21]=[CH:20][C:19]([O:22][CH2:23][CH2:24][CH3:25])=[C:18]([Cl:26])[CH:17]=4)[O:13][N:12]=3)[CH:9]=2)[N:4]([CH2:27][CH2:28][C:29]([O-:31])=[O:30])[CH:3]=1.[Na+:35]. The catalyst class is: 8. (5) Reactant: [F:1][C:2]1[CH:3]=[C:4]([CH:8]2[CH2:12][NH:11][CH2:10][CH:9]2[NH:13][C:14](=[O:22])[O:15][CH2:16][CH2:17][Si:18]([CH3:21])([CH3:20])[CH3:19])[CH:5]=[CH:6][CH:7]=1.[CH:23](O)=O.C=O. The catalyst class is: 14. Product: [F:1][C:2]1[CH:3]=[C:4]([CH:8]2[CH2:12][N:11]([CH3:23])[CH2:10][CH:9]2[NH:13][C:14](=[O:22])[O:15][CH2:16][CH2:17][Si:18]([CH3:19])([CH3:21])[CH3:20])[CH:5]=[CH:6][CH:7]=1. (6) Reactant: [F:1][C:2]1[CH:9]=[C:8]([F:10])[CH:7]=[CH:6][C:3]=1[CH2:4]Br.[CH2:11]([O:13][C:14](=[O:34])[C:15]1[CH:20]=[C:19]([N:21]2[C:25]([CH3:26])=[CH:24][CH:23]=[C:22]2[C:27]2[CH:32]=[CH:31][CH:30]=[CH:29][C:28]=2[OH:33])[CH:18]=[N:17][CH:16]=1)[CH3:12].C([O-])([O-])=O.[K+].[K+]. Product: [CH2:11]([O:13][C:14](=[O:34])[C:15]1[CH:20]=[C:19]([N:21]2[C:25]([CH3:26])=[CH:24][CH:23]=[C:22]2[C:27]2[CH:32]=[CH:31][CH:30]=[CH:29][C:28]=2[O:33][CH2:4][C:3]2[CH:6]=[CH:7][C:8]([F:10])=[CH:9][C:2]=2[F:1])[CH:18]=[N:17][CH:16]=1)[CH3:12]. The catalyst class is: 31.